Dataset: Experimental lipophilicity measurements (octanol/water distribution) for 4,200 compounds from AstraZeneca. Task: Regression/Classification. Given a drug SMILES string, predict its absorption, distribution, metabolism, or excretion properties. Task type varies by dataset: regression for continuous measurements (e.g., permeability, clearance, half-life) or binary classification for categorical outcomes (e.g., BBB penetration, CYP inhibition). For this dataset (lipophilicity_astrazeneca), we predict Y. (1) The drug is Cc1nc(-c2ccc(C)c(NC(=O)c3ccc(OCc4ccccn4)cc3)c2)c[nH]1. The Y is 2.97 logD. (2) The drug is COc1ccc(OC)c(CNc2n[nH]c3ccnc(Oc4ccccc4)c23)c1. The Y is 4.25 logD.